This data is from Full USPTO retrosynthesis dataset with 1.9M reactions from patents (1976-2016). The task is: Predict the reactants needed to synthesize the given product. (1) Given the product [N:10]1[C:3]2[C:2]([NH:11][C:12]3[CH:21]=[CH:20][C:15]4[NH:16][C:17](=[O:19])[S:18][C:14]=4[CH:13]=3)=[N:7][CH:6]=[N:5][C:4]=2[S:8][CH:9]=1, predict the reactants needed to synthesize it. The reactants are: Cl[C:2]1[C:3]2[N:10]=[CH:9][S:8][C:4]=2[N:5]=[CH:6][N:7]=1.[NH2:11][C:12]1[CH:21]=[CH:20][C:15]2[NH:16][C:17](=[O:19])[S:18][C:14]=2[CH:13]=1. (2) Given the product [CH:40]1([NH:39][C:38](=[O:43])[C:36]2[CH:37]=[C:32]([N:29]3[CH:28]=[CH:27][N:26]=[C:25]([NH:24][C:21]4([C:16]5[CH:17]=[CH:18][CH:19]=[CH:20][C:15]=5[O:14][CH2:13][CH2:12][NH:10][CH3:9])[CH2:23][CH2:22]4)[C:30]3=[O:31])[C:33]([CH3:45])=[C:34]([F:44])[CH:35]=2)[CH2:42][CH2:41]1, predict the reactants needed to synthesize it. The reactants are: C(O[C:9](=O)[N:10]([CH2:12][CH2:13][O:14][C:15]1[CH:20]=[CH:19][CH:18]=[CH:17][C:16]=1[C:21]1([NH:24][C:25]2[C:30](=[O:31])[N:29]([C:32]3[CH:37]=[C:36]([C:38](=[O:43])[NH:39][CH:40]4[CH2:42][CH2:41]4)[CH:35]=[C:34]([F:44])[C:33]=3[CH3:45])[CH:28]=[C:27](Br)[N:26]=2)[CH2:23][CH2:22]1)C)C1C=CC=CC=1.C([O-])=O.[NH4+]. (3) Given the product [CH3:9][O:8][C:3]1[CH:4]=[CH:5][CH:6]=[CH:7][C:2]=1[CH:12]([C:10]#[N:11])[C:13]([O:15][CH2:16][CH3:17])=[O:14], predict the reactants needed to synthesize it. The reactants are: Cl[C:2]1[CH:7]=[CH:6][CH:5]=[CH:4][C:3]=1[O:8][CH3:9].[C:10]([CH2:12][C:13]([O:15][CH2:16][CH3:17])=[O:14])#[N:11]. (4) Given the product [Br:51][C:52]1[CH:57]=[CH:56][CH:55]=[CH:54][C:53]=1[S:58][CH:59]1[CH2:64][CH2:63][N:62]([C:16](=[O:18])[CH2:15][NH:14][C:12]([C:9]2[CH:8]=[C:7]([C:1]3[CH:2]=[CH:3][CH:4]=[CH:5][CH:6]=3)[NH:11][N:10]=2)=[O:13])[CH2:61][CH2:60]1, predict the reactants needed to synthesize it. The reactants are: [C:1]1([C:7]2[NH:11][N:10]=[C:9]([C:12]([NH:14][CH2:15][C:16]([OH:18])=O)=[O:13])[CH:8]=2)[CH:6]=[CH:5][CH:4]=[CH:3][CH:2]=1.CCN(C(C)C)C(C)C.C1C=CC2N(O)N=NC=2C=1.CCN=C=NCCCN(C)C.Cl.Cl.[Br:51][C:52]1[CH:57]=[CH:56][CH:55]=[CH:54][C:53]=1[S:58][CH:59]1[CH2:64][CH2:63][NH:62][CH2:61][CH2:60]1.